This data is from Full USPTO retrosynthesis dataset with 1.9M reactions from patents (1976-2016). The task is: Predict the reactants needed to synthesize the given product. (1) Given the product [NH2:11][C:10]1[C:2]([F:1])=[C:3]2[C:7](=[CH:8][CH:9]=1)[N:6]([C:14](=[O:26])[CH2:15][C:16]1[C:24]3[C:19](=[CH:20][CH:21]=[CH:22][CH:23]=3)[NH:18][C:17]=1[CH3:25])[CH2:5][CH2:4]2, predict the reactants needed to synthesize it. The reactants are: [F:1][C:2]1[C:10]([N+:11]([O-])=O)=[CH:9][CH:8]=[C:7]2[C:3]=1[CH2:4][CH2:5][N:6]2[C:14](=[O:26])[CH2:15][C:16]1[C:24]2[C:19](=[CH:20][CH:21]=[CH:22][CH:23]=2)[NH:18][C:17]=1[CH3:25].CO.[H][H]. (2) Given the product [C:8]([C:5]1[CH:6]=[CH:7][C:2]([N:10]2[CH2:15][CH2:14][O:13][CH2:12][CH2:11]2)=[CH:3][CH:4]=1)#[N:9], predict the reactants needed to synthesize it. The reactants are: Cl[C:2]1[CH:7]=[CH:6][C:5]([C:8]#[N:9])=[CH:4][CH:3]=1.[NH:10]1[CH2:15][CH2:14][O:13][CH2:12][CH2:11]1.CC(C)([O-])C.[Na+]. (3) The reactants are: [OH:1][C:2]1[C:3]([C:16]([NH:18][CH2:19][CH2:20][CH3:21])=[O:17])=[CH:4][N:5]([CH2:9][C:10]2[CH:15]=[CH:14][CH:13]=[CH:12][CH:11]=2)[C:6](=[O:8])[CH:7]=1.OC1C([C:37]([OH:39])=[O:38])=CN(CC2C=CC=CC=2)C(=O)C=1.CN(C(ON1N=NC2C=CC=NC1=2)=[N+](C)C)C.F[P-](F)(F)(F)(F)F.C(N)CC.[CH3:68][N:69](C)[CH:70]=[O:71]. Given the product [OH:1][C:2]1[C:3]([C:16]([NH:18][CH2:19][CH2:20][CH3:21])=[O:17])=[CH:4][N:5]([CH2:9][C:10]2[CH:11]=[CH:12][CH:13]=[CH:14][CH:15]=2)[C:6](=[O:8])[C:7]=1[C:70]([NH:69][CH2:68][C:37]([OH:39])=[O:38])=[O:71], predict the reactants needed to synthesize it. (4) Given the product [CH3:15][O:14][CH2:13][C@H:12]([NH:23][C@H:20]1[CH2:21][CH2:22][C@H:17]([NH2:24])[CH2:18][CH2:19]1)[CH3:16], predict the reactants needed to synthesize it. The reactants are: CC1C=CC(S(O[C@@H:12]([CH3:16])[CH2:13][O:14][CH3:15])(=O)=O)=CC=1.[C@H:17]1([NH2:24])[CH2:22][CH2:21][C@H:20]([NH2:23])[CH2:19][CH2:18]1. (5) Given the product [CH:5]([Sn:13]([CH2:14][CH2:15][CH2:16][CH3:17])([CH2:18][CH2:19][CH2:20][CH3:21])[CH2:9][CH2:10][CH2:11][CH3:12])=[C:6]([CH3:8])[CH3:7], predict the reactants needed to synthesize it. The reactants are: [Mg].II.Br[CH:5]=[C:6]([CH3:8])[CH3:7].[CH2:9]([Sn:13](Cl)([CH2:18][CH2:19][CH2:20][CH3:21])[CH2:14][CH2:15][CH2:16][CH3:17])[CH2:10][CH2:11][CH3:12]. (6) Given the product [Cl:16][CH2:17][C:18]1[N:13]=[C:11]([CH:10]=[CH:9][C:5]2[CH:6]=[CH:7][CH:8]=[C:3]([C:2]([F:14])([F:15])[F:1])[CH:4]=2)[O:12][CH:20]=1, predict the reactants needed to synthesize it. The reactants are: [F:1][C:2]([F:15])([F:14])[C:3]1[CH:4]=[C:5]([CH:9]=[CH:10][C:11]([NH2:13])=[O:12])[CH:6]=[CH:7][CH:8]=1.[Cl:16][CH2:17][C:18]([CH2:20]Cl)=O. (7) Given the product [C:1]([O:5][C:6]([N:8]1[CH2:13][CH2:12][N:11]([C:14]2[C:22]([Cl:23])=[CH:21][CH:20]=[C:19]3[C:15]=2[CH:16]=[CH:17][NH:18]3)[CH2:10][CH2:9]1)=[O:7])([CH3:4])([CH3:2])[CH3:3], predict the reactants needed to synthesize it. The reactants are: [C:1]([O:5][C:6]([N:8]1[CH2:13][CH2:12][N:11]([C:14]2[CH:22]=[CH:21][CH:20]=[C:19]3[C:15]=2[CH:16]=[CH:17][NH:18]3)[CH2:10][CH2:9]1)=[O:7])([CH3:4])([CH3:3])[CH3:2].[Cl:23]N1C(=O)CCC1=O.S([O-])([O-])(=O)=S.[Na+].[Na+].C(=O)(O)[O-].[Na+].